The task is: Predict which catalyst facilitates the given reaction.. This data is from Catalyst prediction with 721,799 reactions and 888 catalyst types from USPTO. (1) Reactant: N1C2C(=CC=CC=2)C=N1.[F:10][C:11]([F:22])([F:21])[C:12]1[CH:13]=[C:14]2[C:18](=[CH:19][CH:20]=1)[NH:17][N:16]=[CH:15]2.C([O-])([O-])=O.[K+].[K+].[Cl:29][C:30]1[CH:37]=[CH:36][C:33]([CH2:34]Br)=[CH:32][CH:31]=1. Product: [Cl:29][C:30]1[CH:37]=[CH:36][C:33]([CH2:34][N:17]2[C:18]3[C:14](=[CH:13][C:12]([C:11]([F:10])([F:21])[F:22])=[CH:20][CH:19]=3)[CH:15]=[N:16]2)=[CH:32][CH:31]=1.[Cl:29][C:30]1[CH:37]=[CH:36][C:33]([CH2:34][N:16]2[CH:15]=[C:14]3[C:18]([CH:19]=[CH:20][C:12]([C:11]([F:10])([F:21])[F:22])=[CH:13]3)=[N:17]2)=[CH:32][CH:31]=1. The catalyst class is: 18. (2) Reactant: [C:1]([N:5]1[CH:9]=[CH:8][C:7](C(OCC)=O)=[N:6]1)([CH3:4])([CH3:3])[CH3:2].[Li+].[OH-:16].O.Cl.C1[CH2:23][O:22]CC1.CO.O. Product: [C:1]([N:5]1[CH:9]=[C:8]([C:23]([OH:22])=[O:16])[CH:7]=[N:6]1)([CH3:2])([CH3:3])[CH3:4]. The catalyst class is: 25. (3) Reactant: [Br:1][C:2]1[CH:7]=[CH:6][C:5]([OH:8])=[CH:4][C:3]=1[CH:9]1[O:13][CH2:12][CH2:11][O:10]1.C(=O)([O-])[O-].[K+].[K+].[CH2:20]([O:22][C:23](=[O:33])[C:24]1[CH:29]=[CH:28][C:27](F)=[CH:26][C:25]=1[O:31][CH3:32])[CH3:21]. Product: [CH2:20]([O:22][C:23](=[O:33])[C:24]1[CH:29]=[CH:28][C:27]([O:8][C:5]2[CH:6]=[CH:7][C:2]([Br:1])=[C:3]([CH:9]3[O:10][CH2:11][CH2:12][O:13]3)[CH:4]=2)=[CH:26][C:25]=1[O:31][CH3:32])[CH3:21]. The catalyst class is: 197. (4) Reactant: [Cl:1][C:2]1[CH:10]=[C:9]2[C:5]([CH:6]=[CH:7][NH:8]2)=[CH:4][CH:3]=1.[F:11][C:12]([F:23])([F:22])[C:13](O[C:13](=[O:14])[C:12]([F:23])([F:22])[F:11])=[O:14]. Product: [Cl:1][C:2]1[CH:10]=[C:9]2[C:5]([C:6]([C:13](=[O:14])[C:12]([F:23])([F:22])[F:11])=[CH:7][NH:8]2)=[CH:4][CH:3]=1. The catalyst class is: 9. (5) Reactant: [N:1]([CH2:4][C:5]1[O:9][C:8]([CH2:10][NH:11][C:12]([O:14][C:15]([CH3:18])([CH3:17])[CH3:16])=[O:13])=[N:7][C:6]=1[CH3:19])=[N+]=[N-].C1(P(C2C=CC=CC=2)C2C=CC=CC=2)C=CC=CC=1.O. Product: [NH2:1][CH2:4][C:5]1[O:9][C:8]([CH2:10][NH:11][C:12]([O:14][C:15]([CH3:17])([CH3:16])[CH3:18])=[O:13])=[N:7][C:6]=1[CH3:19]. The catalyst class is: 7. (6) Reactant: C(OC(=O)[NH:10][CH:11]([CH2:30][C:31]1[CH:36]=[CH:35][CH:34]=[CH:33][CH:32]=1)[CH:12]([OH:29])[CH2:13][CH:14]([S:20]([C:23]1[CH:28]=[CH:27][CH:26]=[CH:25][CH:24]=1)(=[O:22])=[O:21])[CH2:15][CH2:16][CH:17]([CH3:19])[CH3:18])C1C=CC=CC=1.[H][H]. Product: [NH2:10][CH:11]([CH:12]([OH:29])[CH2:13][CH:14]([S:20]([C:23]1[CH:24]=[CH:25][CH:26]=[CH:27][CH:28]=1)(=[O:22])=[O:21])[CH2:15][CH2:16][CH:17]([CH3:19])[CH3:18])[CH2:30][C:31]1[CH:32]=[CH:33][CH:34]=[CH:35][CH:36]=1. The catalyst class is: 261. (7) Reactant: [CH2:1]([C:3]1[CH:8]=[C:7]([CH3:9])[CH:6]=[C:5]([CH2:10][CH3:11])[C:4]=1[C:12]1[C:13](=[O:32])[N:14]([CH3:31])[N:15]=[C:16]([O:26][CH2:27][C:28](O)=[O:29])[C:17]=1[O:18][CH2:19][C:20]1[CH:25]=[CH:24][CH:23]=[CH:22][CH:21]=1)[CH3:2].S(Cl)(Cl)=O.C[N:38](C=O)C. Product: [CH2:1]([C:3]1[CH:8]=[C:7]([CH3:9])[CH:6]=[C:5]([CH2:10][CH3:11])[C:4]=1[C:12]1[C:13](=[O:32])[N:14]([CH3:31])[N:15]=[C:16]([O:26][CH2:27][C:28](=[O:29])[NH2:38])[C:17]=1[O:18][CH2:19][C:20]1[CH:25]=[CH:24][CH:23]=[CH:22][CH:21]=1)[CH3:2]. The catalyst class is: 11. (8) Reactant: Br[C:2]1[CH:3]=[C:4]([CH2:8][N:9]2[CH2:14][CH2:13][O:12][CH2:11][CH2:10]2)[CH:5]=[N:6][CH:7]=1.[CH:15]([C:17]1[N:18]=[CH:19][N:20]2[CH:24]=[CH:23][S:22][C:21]=12)=[O:16]. Product: [N:9]1([CH2:8][C:4]2[CH:3]=[C:2]([CH:15]([OH:16])[C:17]3[N:18]=[CH:19][N:20]4[CH:24]=[CH:23][S:22][C:21]=34)[CH:7]=[N:6][CH:5]=2)[CH2:14][CH2:13][O:12][CH2:11][CH2:10]1. The catalyst class is: 81. (9) Reactant: [CH2:1]([O:3][C:4](=[O:23])[C@H:5]([OH:22])[CH2:6][CH:7]([NH2:21])[CH2:8][C:9]1[CH:14]=[CH:13][C:12]([C:15]2[CH:20]=[CH:19][CH:18]=[CH:17][CH:16]=2)=[CH:11][CH:10]=1)[CH3:2].[NH:24]1[C:28]([C:29]([OH:31])=O)=[CH:27][C:26]([C:32]([OH:34])=O)=[N:25]1.[CH3:35][O:36][CH2:37][CH2:38][NH:39][CH3:40].CN(C(ON1N=NC2C=CC=NC1=2)=[N+](C)C)C.F[P-](F)(F)(F)(F)F.CCN(C(C)C)C(C)C. Product: [CH2:1]([O:3][C:4](=[O:23])[C@H:5]([OH:22])[CH2:6][CH:7]([NH:21][C:29]([C:28]1[NH:24][N:25]=[C:26]([C:32](=[O:34])[N:39]([CH2:38][CH2:37][O:36][CH3:35])[CH3:40])[CH:27]=1)=[O:31])[CH2:8][C:9]1[CH:10]=[CH:11][C:12]([C:15]2[CH:16]=[CH:17][CH:18]=[CH:19][CH:20]=2)=[CH:13][CH:14]=1)[CH3:2]. The catalyst class is: 3. (10) Reactant: FC(F)(F)C(O)=O.O.[C:9]1([CH3:27])[CH:14]=[C:13]([CH3:15])[CH:12]=[C:11]([CH3:16])[C:10]=1[S:17]([O:20]/[N:21]=C(/OCC)\C)(=[O:19])=[O:18].[CH2:28]([O:35][C:36]1[CH:41]=[C:40]([CH3:42])[CH:39]=[CH:38][N:37]=1)[C:29]1[CH:34]=[CH:33][CH:32]=[CH:31][CH:30]=1. Product: [CH3:16][C:11]1[CH:12]=[C:13]([CH3:15])[CH:14]=[C:9]([CH3:27])[C:10]=1[S:17]([O-:20])(=[O:19])=[O:18].[NH2:21][N+:37]1[CH:38]=[CH:39][C:40]([CH3:42])=[CH:41][C:36]=1[O:35][CH2:28][C:29]1[CH:30]=[CH:31][CH:32]=[CH:33][CH:34]=1. The catalyst class is: 268.